This data is from Reaction yield outcomes from USPTO patents with 853,638 reactions. The task is: Predict the reaction yield, written as a fraction of the theoretical maximum amount of product (1.0 means a 100% yield; for example, 0.34 means a 34% yield). The reactants are FC(F)(F)C(OC(=O)C(F)(F)F)=[O:4].OO.[F:16][C:17]1[C:22]([O:23][CH3:24])=[C:21]([F:25])[CH:20]=[CH:19][C:18]=1[NH2:26].[Cl-].[Na+].[OH2:29]. The catalyst is C(Cl)Cl. The product is [F:25][C:21]1[CH:20]=[CH:19][C:18]([N+:26]([O-:4])=[O:29])=[C:17]([F:16])[C:22]=1[O:23][CH3:24]. The yield is 0.570.